This data is from Full USPTO retrosynthesis dataset with 1.9M reactions from patents (1976-2016). The task is: Predict the reactants needed to synthesize the given product. The reactants are: [Cl:1][C:2]1[N:7]=[N:6][C:5]([OH:8])=[CH:4][CH:3]=1.[C:9]([C@H:13]1[CH2:18][CH2:17][C@H:16](O)[CH2:15][CH2:14]1)([CH3:12])([CH3:11])[CH3:10].C1C=CC(P(C2C=CC=CC=2)C2C=CC=CC=2)=CC=1.CC(OC(/N=N/C(OC(C)C)=O)=O)C. Given the product [C:9]([C@H:13]1[CH2:18][CH2:17][C@H:16]([O:8][C:5]2[N:6]=[N:7][C:2]([Cl:1])=[CH:3][CH:4]=2)[CH2:15][CH2:14]1)([CH3:12])([CH3:11])[CH3:10], predict the reactants needed to synthesize it.